From a dataset of Peptide-MHC class I binding affinity with 185,985 pairs from IEDB/IMGT. Regression. Given a peptide amino acid sequence and an MHC pseudo amino acid sequence, predict their binding affinity value. This is MHC class I binding data. (1) The peptide sequence is FCTGYLQL. The MHC is H-2-Db with pseudo-sequence H-2-Db. The binding affinity (normalized) is 0. (2) The peptide sequence is WMLGTGVYL. The MHC is HLA-B58:01 with pseudo-sequence HLA-B58:01. The binding affinity (normalized) is 0.0847.